From a dataset of Forward reaction prediction with 1.9M reactions from USPTO patents (1976-2016). Predict the product of the given reaction. (1) Given the reactants [F:1][C:2]1[CH:9]=[CH:8][CH:7]=[CH:6][C:3]=1[CH2:4]Br.[Cl:10][C:11]1[CH:19]=[C:18]2[C:14]([C:15]([C:20]#[N:21])=[N:16][NH:17]2)=[CH:13][CH:12]=1.C(=O)([O-])[O-].[K+].[K+].O, predict the reaction product. The product is: [Cl:10][C:11]1[CH:19]=[C:18]2[C:14]([C:15]([C:20]#[N:21])=[N:16][N:17]2[CH2:4][C:3]2[CH:6]=[CH:7][CH:8]=[CH:9][C:2]=2[F:1])=[CH:13][CH:12]=1. (2) Given the reactants [F:1][C:2]1[CH:7]=[CH:6][CH:5]=[CH:4][C:3]=1/[CH:8]=[CH:9]/[CH:10]1[CH2:15][CH2:14][N:13]([CH2:16][C:17]2[C:18]([O:23]C)=[N:19][CH:20]=[CH:21][N:22]=2)[CH2:12][CH2:11]1.C(=O)([O-])[O-].[Na+].[Na+].C(OCC)(=O)C, predict the reaction product. The product is: [F:1][C:2]1[CH:7]=[CH:6][CH:5]=[CH:4][C:3]=1/[CH:8]=[CH:9]/[CH:10]1[CH2:11][CH2:12][N:13]([CH2:16][C:17]2[C:18](=[O:23])[NH:19][CH:20]=[CH:21][N:22]=2)[CH2:14][CH2:15]1. (3) Given the reactants [CH3:1][C:2]1([CH3:20])[O:7][CH2:6][CH:5]([CH2:8][O:9][C:10]2[C:15]([CH3:16])=[CH:14][N:13]=[C:12]([CH2:17][OH:18])[C:11]=2[CH3:19])[CH2:4][O:3]1.O.C(N(CC)CC)C.[CH3:29][S:30](Cl)(=[O:32])=[O:31], predict the reaction product. The product is: [CH3:29][S:30]([O:18][CH2:17][C:12]1[C:11]([CH3:19])=[C:10]([O:9][CH2:8][CH:5]2[CH2:6][O:7][C:2]([CH3:20])([CH3:1])[O:3][CH2:4]2)[C:15]([CH3:16])=[CH:14][N:13]=1)(=[O:32])=[O:31]. (4) Given the reactants [Cl:1][C:2]1[CH:28]=[CH:27][C:5]([C:6]([O:8]/[N:9]=[C:10](\[NH2:26])/[CH2:11][CH2:12][CH2:13][O:14][C:15]2[CH:16]=[C:17]3[C:22](=[CH:23][CH:24]=2)[NH:21][C:20](=[O:25])[CH2:19][CH2:18]3)=O)=[CH:4][CH:3]=1.CCCC[N+](CCCC)(CCCC)CCCC.[F-], predict the reaction product. The product is: [Cl:1][C:2]1[CH:28]=[CH:27][C:5]([C:6]2[O:8][N:9]=[C:10]([CH2:11][CH2:12][CH2:13][O:14][C:15]3[CH:16]=[C:17]4[C:22](=[CH:23][CH:24]=3)[NH:21][C:20](=[O:25])[CH2:19][CH2:18]4)[N:26]=2)=[CH:4][CH:3]=1. (5) Given the reactants [Br:1][C:2]1[CH:7]=[CH:6][C:5]([CH:8]([C:19]2[CH:24]=[CH:23][CH:22]=[CH:21][C:20]=2[CH3:25])[CH2:9][C:10]([C:12]2[CH:17]=[CH:16][C:15]([OH:18])=[CH:14][CH:13]=2)=O)=[CH:4][CH:3]=1.Cl.[NH2:27][OH:28].C([O-])(O)=O.[Na+].[Cl-].[NH4+], predict the reaction product. The product is: [Br:1][C:2]1[CH:7]=[CH:6][C:5]([CH:8]([C:19]2[CH:24]=[CH:23][CH:22]=[CH:21][C:20]=2[CH3:25])[CH2:9]/[C:10](/[C:12]2[CH:17]=[CH:16][C:15]([OH:18])=[CH:14][CH:13]=2)=[N:27]\[OH:28])=[CH:4][CH:3]=1. (6) Given the reactants Br[C:2]1[CH:7]=[CH:6][C:5]([F:8])=[C:4]([O:9][CH2:10][CH2:11][CH2:12][O:13][CH3:14])[CH:3]=1.[CH3:15][CH:16]([CH3:20])[C:17](=[O:19])[CH3:18].C(O[Na])(C)(C)C, predict the reaction product. The product is: [F:8][C:5]1[CH:6]=[CH:7][C:2]([CH2:18][C:17](=[O:19])[CH:16]([CH3:20])[CH3:15])=[CH:3][C:4]=1[O:9][CH2:10][CH2:11][CH2:12][O:13][CH3:14]. (7) Given the reactants [OH:1][CH2:2][CH:3]1[CH2:12][N:7]2[CH2:8][CH2:9][NH:10][CH2:11][CH:6]2[CH2:5][CH2:4]1.[Cl:13][C:14]1[N:15]=[N:16][C:17](Cl)=[CH:18][CH:19]=1.[F:21][C:22]1[CH:27]=[CH:26][C:25](O)=[CH:24][CH:23]=1, predict the reaction product. The product is: [F:21][C:22]1[CH:27]=[CH:26][C:25]([O:1][CH2:2][CH:3]2[CH2:12][N:7]3[CH2:8][CH2:9][N:10]([C:17]4[N:16]=[N:15][C:14]([Cl:13])=[CH:19][CH:18]=4)[CH2:11][CH:6]3[CH2:5][CH2:4]2)=[CH:24][CH:23]=1.